The task is: Predict the product of the given reaction.. This data is from Forward reaction prediction with 1.9M reactions from USPTO patents (1976-2016). (1) Given the reactants [OH:1][C:2]1[C:7]2[C@@:8]3([OH:46])[C@@:21]([O:25][CH3:26])([C@H:22]([OH:24])[CH2:23][C:6]=2[CH:5]=[C:4]([CH3:47])[C:3]=1[C:48]([O:50][CH3:51])=[O:49])[C:20](=[O:27])[C:19]1[C:10](=[CH:11][C:12]2[C:13](=[O:44])[C:14]([NH:30][C@@H:31]4[C@H:36]([O:37][CH3:38])[C:35](=[N:39][OH:40])[C@@H:34]([O:41][CH3:42])[C@H:33]([CH3:43])[O:32]4)=[CH:15][C:16](=[O:29])[C:17]=2[C:18]=1[OH:28])[C:9]3=[O:45].Cl.O(N)[CH3:54].N1C=CC=CC=1, predict the reaction product. The product is: [CH3:38][O:37][C@H:36]1[C@@H:31]([NH:30][C:14]2[C:13](=[O:44])[C:12]3[CH:11]=[C:10]4[C:19]([C:20](=[O:27])[C@@:21]5([O:25][CH3:26])[C@@:8]([OH:46])([C:9]4=[O:45])[C:7]4[C:2]([OH:1])=[C:3]([C:48]([O:50][CH3:51])=[O:49])[C:4]([CH3:47])=[CH:5][C:6]=4[CH2:23][C@H:22]5[OH:24])=[C:18]([OH:28])[C:17]=3[C:16](=[O:29])[CH:15]=2)[O:32][C@@H:33]([CH3:43])[C@H:34]([O:41][CH3:42])/[C:35]/1=[N:39]/[O:40][CH3:54]. (2) Given the reactants FC1C=[CH:6][C:5]([C:8]2[C:9]([NH2:37])=[N:10][CH:11]=[N:12][C:13]=2[N:14]2[CH2:19][CH2:18][CH:17]([C:20]3[N:21]([CH3:36])[CH:22]=[C:23]([C:25]4[CH:30]=[CH:29][C:28]([F:31])=[C:27]([C:32]([F:35])([F:34])[F:33])[CH:26]=4)[N:24]=3)[CH2:16][CH2:15]2)=[CH:4]C=1.[CH3:38][N:39]([CH3:49])[C:40]1[N:45]=CC(B(O)O)=C[N:41]=1, predict the reaction product. The product is: [F:31][C:28]1[CH:29]=[CH:30][C:25]([C:23]2[N:24]=[C:20]([CH:17]3[CH2:18][CH2:19][N:14]([C:13]4[N:12]=[CH:11][N:10]=[C:9]([NH2:37])[C:8]=4[C:5]4[CH:4]=[N:41][C:40]([N:39]([CH3:49])[CH3:38])=[N:45][CH:6]=4)[CH2:15][CH2:16]3)[N:21]([CH3:36])[CH:22]=2)=[CH:26][C:27]=1[C:32]([F:35])([F:33])[F:34]. (3) Given the reactants [CH3:1][C:2]([CH3:13])([C:7](=O)[C:8](OC)=[O:9])[C:3]([O:5][CH3:6])=[O:4].[F:14][C:15]1[C:36]([F:37])=[CH:35][CH:34]=[CH:33][C:16]=1[CH2:17][N:18]1[C:22]2=[N:23][C:24]([CH3:28])=[C:25]([F:27])[CH:26]=[C:21]2[C:20]([C:29](=[NH:32])[NH:30][NH2:31])=[N:19]1, predict the reaction product. The product is: [F:14][C:15]1[C:36]([F:37])=[CH:35][CH:34]=[CH:33][C:16]=1[CH2:17][N:18]1[C:22]2=[N:23][C:24]([CH3:28])=[C:25]([F:27])[CH:26]=[C:21]2[C:20]([C:29]2[N:30]=[N:31][C:7]([C:2]([CH3:13])([CH3:1])[C:3]([O:5][CH3:6])=[O:4])=[C:8]([OH:9])[N:32]=2)=[N:19]1. (4) The product is: [CH:4]([C:3]1[C:6]([OH:10])=[CH:7][CH:8]=[CH:9][C:2]=1[O:1][CH2:18][C:19]1[CH:28]=[CH:27][C:22]([C:23]([O:25][CH3:26])=[O:24])=[CH:21][CH:20]=1)=[O:5]. Given the reactants [OH:1][C:2]1[CH:9]=[CH:8][CH:7]=[C:6]([OH:10])[C:3]=1[CH:4]=[O:5].C([O-])([O-])=O.[Cs+].[Cs+].Br[CH2:18][C:19]1[CH:28]=[CH:27][C:22]([C:23]([O:25][CH3:26])=[O:24])=[CH:21][CH:20]=1, predict the reaction product. (5) Given the reactants C([Sn](CCCC)(CCCC)[C:6]1[C:15]2[C:10](=[CH:11][CH:12]=[C:13]([N+:16]([O-:18])=[O:17])[CH:14]=2)[N:9]=[C:8]([N:19]2[CH2:24][CH2:23][N:22]([CH:25]=[O:26])[CH2:21][CH2:20]2)[CH:7]=1)CCC.[Na+].[I-:36].P(=O)(O)(O)O.ClNCl, predict the reaction product. The product is: [I:36][C:6]1[C:15]2[C:10](=[CH:11][CH:12]=[C:13]([N+:16]([O-:18])=[O:17])[CH:14]=2)[N:9]=[C:8]([N:19]2[CH2:24][CH2:23][N:22]([CH:25]=[O:26])[CH2:21][CH2:20]2)[CH:7]=1. (6) The product is: [C:1]1([C:7]2[O:8][C:9]([CH2:33][CH2:34][CH3:35])=[C:10]([CH2:12][O:13][C:14]3[CH:32]=[CH:31][C:17]([CH2:18][O:19][C:20]4[CH:21]=[C:22]([CH2:26][C:27]([OH:29])=[O:28])[CH:23]=[CH:24][CH:25]=4)=[CH:16][CH:15]=3)[N:11]=2)[CH:6]=[CH:5][CH:4]=[CH:3][CH:2]=1. Given the reactants [C:1]1([C:7]2[O:8][C:9]([CH2:33][CH2:34][CH3:35])=[C:10]([CH2:12][O:13][C:14]3[CH:32]=[CH:31][C:17]([CH2:18][O:19][C:20]4[CH:21]=[C:22]([CH2:26][C:27]([O:29]C)=[O:28])[CH:23]=[CH:24][CH:25]=4)=[CH:16][CH:15]=3)[N:11]=2)[CH:6]=[CH:5][CH:4]=[CH:3][CH:2]=1.O1CCCC1.[OH-].[Na+].Cl, predict the reaction product.